Dataset: Full USPTO retrosynthesis dataset with 1.9M reactions from patents (1976-2016). Task: Predict the reactants needed to synthesize the given product. (1) Given the product [CH2:17]([N:14]1[CH2:15][CH2:16][N:12]([C:4]2[SH:5]([CH3:24])[C:6]([C:7]([OH:9])=[O:8])=[CH:2][N:3]=2)[C:13]1=[O:23])[CH2:22][CH2:21][CH3:20], predict the reactants needed to synthesize it. The reactants are: C[C:2]1[N:3]=[C:4]([N:12]2[CH2:16][CH2:15][N:14]([C:17]3[CH:22]=[CH:21][CH:20]=CC=3)[C:13]2=[O:23])[S:5][C:6]=1[C:7]([O:9]CC)=[O:8].[CH2:24](N1CCN(C2SC(C(OCC)=O)=C(C)N=2)C1=O)CCC. (2) The reactants are: [F:1][C:2]1[CH:7]=[CH:6][C:5]([OH:8])=[CH:4][CH:3]=1.CC(C)([O-])C.[K+].[CH2:15]([NH:22][C@@H:23]1[C@H:27]2[O:28][CH2:29][C@@H:30](OS(C3C=CC(C)=CC=3)(=O)=O)[C@H:26]2[O:25][CH2:24]1)[C:16]1[CH:21]=[CH:20][CH:19]=[CH:18][CH:17]=1. Given the product [CH2:15]([NH:22][C@H:23]1[CH2:24][O:25][C@@H:26]2[C@@H:30]([O:8][C:5]3[CH:6]=[CH:7][C:2]([F:1])=[CH:3][CH:4]=3)[CH2:29][O:28][C@H:27]12)[C:16]1[CH:17]=[CH:18][CH:19]=[CH:20][CH:21]=1, predict the reactants needed to synthesize it.